Dataset: Forward reaction prediction with 1.9M reactions from USPTO patents (1976-2016). Task: Predict the product of the given reaction. (1) Given the reactants C([O:4][C:5]1[CH:10]=[CH:9][C:8]([N:11]2[CH2:16][CH2:15][N:14]([C:17](=[O:19])[CH3:18])[CH2:13][CH2:12]2)=[C:7]([Br:20])[CH:6]=1)(=O)C.[OH-].[Na+], predict the reaction product. The product is: [C:17]([N:14]1[CH2:13][CH2:12][N:11]([C:8]2[CH:9]=[CH:10][C:5]([OH:4])=[CH:6][C:7]=2[Br:20])[CH2:16][CH2:15]1)(=[O:19])[CH3:18]. (2) The product is: [CH2:18]([O:4][C:3](=[O:5])[CH:2]([NH2:1])[CH2:6][C:7]1[CH:8]=[CH:9][C:10]([Br:13])=[CH:11][CH:12]=1)[CH3:19]. Given the reactants [NH2:1][CH:2]([CH2:6][C:7]1[CH:12]=[CH:11][C:10]([Br:13])=[CH:9][CH:8]=1)[C:3]([OH:5])=[O:4].O=S(Cl)Cl.[CH3:18][CH2:19]O, predict the reaction product.